From a dataset of Full USPTO retrosynthesis dataset with 1.9M reactions from patents (1976-2016). Predict the reactants needed to synthesize the given product. (1) Given the product [C:15]1([CH:14]([C:21]2[CH:26]=[CH:25][CH:24]=[CH:23][CH:22]=2)[CH2:13][NH:12][C:10]2[C:9]3[C:4](=[CH:5][C:6]([O:29][CH3:30])=[C:7]([O:27][CH3:28])[CH:8]=3)[N:3]=[C:2]([C:33]3[CH:34]=[CH:35][S:31][CH:32]=3)[N:11]=2)[CH:20]=[CH:19][CH:18]=[CH:17][CH:16]=1, predict the reactants needed to synthesize it. The reactants are: Cl[C:2]1[N:11]=[C:10]([NH:12][CH2:13][CH:14]([C:21]2[CH:26]=[CH:25][CH:24]=[CH:23][CH:22]=2)[C:15]2[CH:20]=[CH:19][CH:18]=[CH:17][CH:16]=2)[C:9]2[C:4](=[CH:5][C:6]([O:29][CH3:30])=[C:7]([O:27][CH3:28])[CH:8]=2)[N:3]=1.[S:31]1[CH:35]=[CH:34][C:33](B(O)O)=[CH:32]1.C(NC1C2C(=CC=CC=2)N=C(C2SC3C=CC=CC=3C=2)N=1)(C1C=CC=CC=1)C1C=CC=CC=1. (2) Given the product [CH3:15][S:16]([O:12][CH2:11][C:8]1([CH3:10])[CH2:7][C:6]2[CH:13]=[C:2]([Br:1])[CH:3]=[C:4]([Cl:14])[C:5]=2[O:9]1)(=[O:18])=[O:17], predict the reactants needed to synthesize it. The reactants are: [Br:1][C:2]1[CH:3]=[C:4]([Cl:14])[C:5]2[O:9][C:8]([CH2:11][OH:12])([CH3:10])[CH2:7][C:6]=2[CH:13]=1.[CH3:15][S:16](Cl)(=[O:18])=[O:17].C(N(CC)CC)C.O. (3) The reactants are: [OH:1][C:2]1[CH:3]=[C:4]2[C:9](=[CH:10][CH:11]=1)[C:8](=[O:12])[CH2:7][CH2:6][CH2:5]2.I[C:14]1[CH:19]=[CH:18][CH:17]=[CH:16][C:15]=1[C:20]([F:23])([F:22])[F:21].[H-].[Na+].COCCOCCN(CCOCCOC)CCOCCOC. Given the product [F:21][C:20]([F:23])([F:22])[C:15]1[CH:16]=[CH:17][CH:18]=[CH:19][C:14]=1[O:1][C:2]1[CH:3]=[C:4]2[C:9](=[CH:10][CH:11]=1)[C:8](=[O:12])[CH2:7][CH2:6][CH2:5]2, predict the reactants needed to synthesize it. (4) Given the product [F:1][C:2]1[CH:3]=[CH:4][C:5]([N:8]2[C:11](=[O:12])[C@H:10]([S:13][CH2:14][CH:15]([C:17]3[CH:18]=[CH:19][C:20]([F:23])=[CH:21][CH:22]=3)[OH:16])[C@H:9]2[C:24]2[CH:25]=[CH:26][C:27]([O:28][CH2:29][C:30]([NH:32][CH2:33][C:34]([NH:81][CH2:80][CH2:79][CH2:78][CH2:77][C@H:76]([C:82]([OH:84])=[O:83])[NH2:75])=[O:35])=[O:31])=[CH:37][CH:38]=2)=[CH:6][CH:7]=1, predict the reactants needed to synthesize it. The reactants are: [F:1][C:2]1[CH:7]=[CH:6][C:5]([N:8]2[C:11](=[O:12])[C@H:10]([S:13][CH2:14][C:15]([C:17]3[CH:22]=[CH:21][C:20]([F:23])=[CH:19][CH:18]=3)=[O:16])[C@H:9]2[C:24]2[CH:38]=[CH:37][C:27]([O:28][CH2:29][C:30]([NH:32][CH2:33][C:34](O)=[O:35])=[O:31])=[CH:26][CH:25]=2)=[CH:4][CH:3]=1.CN1CCOCC1.CN(C(ON1N=NC2C=CC=CC1=2)=[N+](C)C)C.[B-](F)(F)(F)F.C(OC([NH:75][C@@H:76]([C:82]([OH:84])=[O:83])[CH2:77][CH2:78][CH2:79][CH2:80][NH2:81])=O)(C)(C)C. (5) Given the product [NH2:4][C:5]1[CH:6]=[C:7]([C:8]2[N:18]3[C:13]([CH:14]=[N:15][C:16]([NH:19][C:20]4[CH:25]=[C:24]([O:26][CH3:27])[C:23]([O:28][CH3:29])=[C:22]([O:30][CH3:31])[CH:21]=4)=[N:17]3)=[C:11]([CH3:12])[N:10]=2)[CH:32]=[CH:33][CH:34]=1, predict the reactants needed to synthesize it. The reactants are: C([NH:4][C:5]1[CH:6]=[C:7]([CH:32]=[CH:33][CH:34]=1)[C:8]([NH:10][CH:11]([C:13]1[N:18]=[N:17][C:16]([NH:19][C:20]2[CH:25]=[C:24]([O:26][CH3:27])[C:23]([O:28][CH3:29])=[C:22]([O:30][CH3:31])[CH:21]=2)=[N:15][CH:14]=1)[CH3:12])=O)(=O)C.P(Cl)(Cl)(Cl)=O.Cl.[OH-].[Na+].